Task: Predict the reactants needed to synthesize the given product.. Dataset: Full USPTO retrosynthesis dataset with 1.9M reactions from patents (1976-2016) (1) Given the product [N:17]1([CH2:16][CH2:15][CH2:14][N:11]2[CH2:12][CH2:13][N:9]([CH:6]3[CH2:7][CH2:8][N:3]([CH2:34][C:35]([F:38])([F:37])[F:36])[CH2:4][CH2:5]3)[C:10]2=[C:23]([C:24]#[N:25])[C:26]#[N:27])[CH2:22][CH2:21][CH2:20][CH2:19][CH2:18]1, predict the reactants needed to synthesize it. The reactants are: Cl.Cl.[NH:3]1[CH2:8][CH2:7][CH:6]([N:9]2[CH2:13][CH2:12][N:11]([CH2:14][CH2:15][CH2:16][N:17]3[CH2:22][CH2:21][CH2:20][CH2:19][CH2:18]3)[C:10]2=[C:23]([C:26]#[N:27])[C:24]#[N:25])[CH2:5][CH2:4]1.FC(F)(F)S(O[CH2:34][C:35]([F:38])([F:37])[F:36])(=O)=O.C(=O)([O-])[O-].[K+].[K+].O. (2) The reactants are: Cl[C:2]1[N:7]=[CH:6][N:5]=[C:4]([NH2:8])[C:3]=1[CH:9]([CH3:11])[CH3:10].FC(F)(F)C(O)=O.[N:19]1([CH2:23][CH2:24][N:25]2[CH:29]=[C:28]([C:30]3[CH:35]=[CH:34][C:33]([F:36])=[C:32]([C:37]([F:40])([F:39])[F:38])[CH:31]=3)[N:27]=[C:26]2[CH:41]2[CH2:46][CH2:45][NH:44][CH2:43][CH2:42]2)[CH2:22][CH2:21][CH2:20]1.C([O-])([O-])=O.[Cs+].[Cs+]. Given the product [N:19]1([CH2:23][CH2:24][N:25]2[CH:29]=[C:28]([C:30]3[CH:35]=[CH:34][C:33]([F:36])=[C:32]([C:37]([F:40])([F:38])[F:39])[CH:31]=3)[N:27]=[C:26]2[CH:41]2[CH2:42][CH2:43][N:44]([C:2]3[N:7]=[CH:6][N:5]=[C:4]([NH2:8])[C:3]=3[CH:9]([CH3:11])[CH3:10])[CH2:45][CH2:46]2)[CH2:20][CH2:21][CH2:22]1, predict the reactants needed to synthesize it. (3) Given the product [Si:7]([O:14][C@H:15]1[C@H:19]2[O:20][CH2:21][CH:22]([CH2:23][CH2:24][OH:25])[C@H:18]2[O:17][CH2:16]1)([C:10]([CH3:13])([CH3:12])[CH3:11])([CH3:9])[CH3:8], predict the reactants needed to synthesize it. The reactants are: [H-].[Li+].[Al+3].[H-].[H-].[H-].[Si:7]([O:14][C@H:15]1[C@H:19]2[O:20][CH2:21][CH:22]([CH2:23][C:24](OCC)=[O:25])[C@H:18]2[O:17][CH2:16]1)([C:10]([CH3:13])([CH3:12])[CH3:11])([CH3:9])[CH3:8].[OH-].[Na+].[O-]S([O-])(=O)=O.[Mg+2]. (4) Given the product [N+:11]([C:8]1[CH:9]=[CH:10][C:5]([O:4][C:2]([N:34]2[CH2:33][CH2:32][CH:31]([N:28]3[C:24]4=[N:25][CH:26]=[N:27][C:22]([O:21][C:20]5[C:15]([CH3:14])=[N:16][CH:17]=[CH:18][CH:19]=5)=[C:23]4[CH:30]=[N:29]3)[CH2:36][CH2:35]2)=[O:3])=[CH:6][CH:7]=1)([O-:13])=[O:12], predict the reactants needed to synthesize it. The reactants are: Cl[C:2]([O:4][C:5]1[CH:10]=[CH:9][C:8]([N+:11]([O-:13])=[O:12])=[CH:7][CH:6]=1)=[O:3].[CH3:14][C:15]1[C:20]([O:21][C:22]2[N:27]=[CH:26][N:25]=[C:24]3[N:28]([CH:31]4[CH2:36][CH2:35][NH:34][CH2:33][CH2:32]4)[N:29]=[CH:30][C:23]=23)=[CH:19][CH:18]=[CH:17][N:16]=1.C(N(C(C)C)CC)(C)C.O. (5) Given the product [CH2:26]([N:11]1[CH2:10][CH2:9][C:8]([C:5]2[CH:6]=[CH:7][C:2]([CH3:1])=[C:3]([C:15]([F:16])([F:18])[F:17])[CH:4]=2)([OH:14])[CH2:13][CH2:12]1)[CH2:27][CH2:28][CH3:29], predict the reactants needed to synthesize it. The reactants are: [CH3:1][C:2]1[CH:7]=[CH:6][C:5]([C:8]2([OH:14])[CH2:13][CH2:12][NH:11][CH2:10][CH2:9]2)=[CH:4][C:3]=1[C:15]([F:18])([F:17])[F:16].C(=O)([O-])[O-].[K+].[K+].Br[CH2:26][CH2:27][CH2:28][CH3:29].Cl.